This data is from Catalyst prediction with 721,799 reactions and 888 catalyst types from USPTO. The task is: Predict which catalyst facilitates the given reaction. (1) Product: [CH2:1]([O:3][C:4]([N:6]1[CH2:11][CH2:10][N:9]([C:12](=[O:47])[C@@H:13]([NH:17][C:18]([C:20]2[CH:24]=[C:23]([O:25][CH2:26][C:27]([N:29]3[CH2:33][CH2:32][CH2:31][C@H:30]3[C:34](=[O:40])[NH:35][CH:36]3[CH2:39][CH2:38][CH2:37]3)=[O:28])[N:22]([C:41]3[CH:46]=[CH:45][CH:44]=[CH:43][CH:42]=3)[N:21]=2)=[O:19])[CH2:14][CH2:15][NH:16][S:57]([C:56]([F:69])([F:68])[F:55])(=[O:59])=[O:58])[CH2:8][CH2:7]1)=[O:5])[CH3:2]. Reactant: [CH2:1]([O:3][C:4]([N:6]1[CH2:11][CH2:10][N:9]([C:12](=[O:47])[C@@H:13]([NH:17][C:18]([C:20]2[CH:24]=[C:23]([O:25][CH2:26][C:27]([N:29]3[CH2:33][CH2:32][CH2:31][C@H:30]3[C:34](=[O:40])[NH:35][CH:36]3[CH2:39][CH2:38][CH2:37]3)=[O:28])[N:22]([C:41]3[CH:46]=[CH:45][CH:44]=[CH:43][CH:42]=3)[N:21]=2)=[O:19])[CH2:14][CH2:15][NH2:16])[CH2:8][CH2:7]1)=[O:5])[CH3:2].C(N(CC)CC)C.[F:55][C:56]([F:69])([F:68])[S:57](O[S:57]([C:56]([F:69])([F:68])[F:55])(=[O:59])=[O:58])(=[O:59])=[O:58].C([O-])(O)=O.[Na+]. The catalyst class is: 4. (2) Reactant: Br[C:2]1[CH:12]=[CH:11][C:5]2[O:6][C:7]([F:10])([F:9])[O:8][C:4]=2[CH:3]=1.C(O[B:17]1[O:21][C:20]([CH3:23])([CH3:22])[C:19]([CH3:25])([CH3:24])[O:18]1)(C)C. Product: [F:9][C:7]1([F:10])[O:6][C:5]2[CH:11]=[CH:12][C:2]([B:17]3[O:21][C:20]([CH3:23])([CH3:22])[C:19]([CH3:25])([CH3:24])[O:18]3)=[CH:3][C:4]=2[O:8]1. The catalyst class is: 7. (3) Reactant: [Cl:1][C:2]1[CH:7]=CC(NC2C=CC=CC=2)=C(C#N)[CH:3]=1.[N:17]1[N:21]2[C:22](=[O:30])[C:23]3[N:24]([N:27]=[CH:28][CH:29]=3)[C:25](=O)[C:20]2=[CH:19][CH:18]=1.O. Product: [Cl:1][C:2]1[CH:7]=[CH:25][C:20]([NH:21][C:22]([C:23]2[CH:29]=[CH:28][NH:27][N:24]=2)=[O:30])=[C:19]([C:18]#[N:17])[CH:3]=1. The catalyst class is: 241. (4) Reactant: [Cl-].[OH:2][NH3+:3].[C:4]([O-:7])(=O)[CH3:5].[Na+].O[CH2:10][C:11]([C:13]1C=C[CH:16]=[CH:15][CH:14]=1)=O.Cl. Product: [OH:7][C:4]1[CH:5]=[CH:16][CH:15]=[CH:14][C:13]=1[C:11](=[N:3][OH:2])[CH3:10]. The catalyst class is: 40.